Dataset: Forward reaction prediction with 1.9M reactions from USPTO patents (1976-2016). Task: Predict the product of the given reaction. (1) Given the reactants [CH3:1][CH:2]1[NH:7][CH2:6][CH2:5][N:4]([C:8]2[CH:15]=[CH:14][C:11]([C:12]#[N:13])=[CH:10][N:9]=2)[CH2:3]1.[F:16][C:17]([F:35])([F:34])[C:18]([C:20]1[S:24][C:23]([C:25]2[CH:26]=[C:27]([CH:31]=[CH:32][CH:33]=2)[C:28](O)=[O:29])=[CH:22][CH:21]=1)=[O:19], predict the reaction product. The product is: [CH3:1][CH:2]1[N:7]([C:28](=[O:29])[C:27]2[CH:31]=[CH:32][CH:33]=[C:25]([C:23]3[S:24][C:20]([C:18](=[O:19])[C:17]([F:16])([F:34])[F:35])=[CH:21][CH:22]=3)[CH:26]=2)[CH2:6][CH2:5][N:4]([C:8]2[CH:15]=[CH:14][C:11]([C:12]#[N:13])=[CH:10][N:9]=2)[CH2:3]1. (2) Given the reactants [Cl:1][C:2]1[CH:3]=[CH:4][C:5]2[N:6]([CH:8]=[C:9]([CH2:11][C:12]([O:14]CC)=[O:13])[N:10]=2)[CH:7]=1.[OH-].[Na+], predict the reaction product. The product is: [Cl:1][C:2]1[CH:3]=[CH:4][C:5]2[N:6]([CH:8]=[C:9]([CH2:11][C:12]([OH:14])=[O:13])[N:10]=2)[CH:7]=1. (3) Given the reactants [CH3:1][O:2][C:3]1[CH:12]=[CH:11][C:6]([C:7]([O:9][CH3:10])=[O:8])=[CH:5][C:4]=1[CH3:13].[Br:14]N1C(=O)CCC1=O.N(C(C)(C)C#N)=NC(C)(C)C#N.S([O-])([O-])(=O)=S.[Na+].[Na+], predict the reaction product. The product is: [Br:14][CH2:13][C:4]1[CH:5]=[C:6]([CH:11]=[CH:12][C:3]=1[O:2][CH3:1])[C:7]([O:9][CH3:10])=[O:8]. (4) Given the reactants [Mg].[CH3:2][O:3][C:4]1[CH:5]=[C:6]([CH:9]=[CH:10][CH:11]=1)[CH2:7]Cl.[CH3:12][O:13][C:14]1[CH:15]=[C:16]([CH:20]=[CH:21][CH:22]=1)[CH2:17][Mg]Cl.[C:23](=[C:26]([C:32]([O:34][CH2:35][CH3:36])=[O:33])[C:27]([O:29][CH2:30][CH3:31])=[O:28])([CH3:25])[CH3:24].Cl, predict the reaction product. The product is: [CH3:2][O:3][C:4]1[CH:5]=[C:6]2[C:9](=[CH:10][CH:11]=1)[C:14](=[O:13])[CH2:15][C:16]([CH3:20])([CH3:17])[CH2:7]2.[CH2:30]([O:29][C:27](=[O:28])[CH:26]([C:23]([CH3:24])([CH3:25])[CH2:17][C:16]1[CH:20]=[CH:21][CH:22]=[C:14]([O:13][CH3:12])[CH:15]=1)[C:32]([O:34][CH2:35][CH3:36])=[O:33])[CH3:31].